From a dataset of Full USPTO retrosynthesis dataset with 1.9M reactions from patents (1976-2016). Predict the reactants needed to synthesize the given product. The reactants are: [NH:1]1[C:9]2[C:4](=[N:5][CH:6]=[CH:7][CH:8]=2)[C:3]([C:10]2[CH2:11][CH2:12][N:13]([C:16]([O:18][C:19]([CH3:22])([CH3:21])[CH3:20])=[O:17])[CH2:14][CH:15]=2)=[CH:2]1.CN(C)C=O.C[Si]([N-][Si](C)(C)C)(C)C.[Na+].[CH3:38][O:39][CH:40]1[CH2:44][CH2:43][N:42]([C:45]2[CH:46]=[C:47]([S:51](Cl)(=[O:53])=[O:52])[CH:48]=[CH:49][CH:50]=2)[CH2:41]1. Given the product [CH3:38][O:39][CH:40]1[CH2:44][CH2:43][N:42]([C:45]2[CH:46]=[C:47]([S:51]([N:1]3[C:9]4[C:4](=[N:5][CH:6]=[CH:7][CH:8]=4)[C:3]([C:10]4[CH2:11][CH2:12][N:13]([C:16]([O:18][C:19]([CH3:22])([CH3:21])[CH3:20])=[O:17])[CH2:14][CH:15]=4)=[CH:2]3)(=[O:53])=[O:52])[CH:48]=[CH:49][CH:50]=2)[CH2:41]1, predict the reactants needed to synthesize it.